Dataset: Full USPTO retrosynthesis dataset with 1.9M reactions from patents (1976-2016). Task: Predict the reactants needed to synthesize the given product. Given the product [OH:23][CH:20]([CH:2]1[C:3](=[O:11])[NH:4][C:5]2[CH:10]=[CH:9][CH:8]=[CH:7][C:6]=2[S:1]1)[C:21]([NH:27][OH:32])=[O:22].[CH2:25]([O:24][C:20](=[O:23])[CH:21]([OH:22])[CH:2]1[C:3](=[O:11])[NH:4][C:5]2[CH:10]=[CH:9][CH:8]=[CH:7][C:6]=2[S:1]1)[CH3:26], predict the reactants needed to synthesize it. The reactants are: [S:1]1[C:6]2[CH:7]=[CH:8][CH:9]=[CH:10][C:5]=2[NH:4][C:3](=[O:11])[CH2:2]1.[Li+].CC([N-]C(C)C)C.[C:20]([O:24][CH2:25][CH3:26])(=[O:23])[CH:21]=[O:22].[NH4+:27].[Cl-].C1C[O:32]CC1.